Predict the product of the given reaction. From a dataset of Forward reaction prediction with 1.9M reactions from USPTO patents (1976-2016). Given the reactants [CH3:1][C:2]1([CH3:16])[C:6]([CH3:8])([CH3:7])[O:5][B:4]([C:9]2[CH:10]=[C:11]([OH:15])[CH:12]=[CH:13][CH:14]=2)[O:3]1.[Cl:17][C:18]1[CH:23]=[CH:22][C:21](B(O)O)=[CH:20][CH:19]=1, predict the reaction product. The product is: [Cl:17][C:18]1[CH:23]=[CH:22][C:21]([O:15][C:11]2[CH:10]=[C:9]([B:4]3[O:3][C:2]([CH3:16])([CH3:1])[C:6]([CH3:7])([CH3:8])[O:5]3)[CH:14]=[CH:13][CH:12]=2)=[CH:20][CH:19]=1.